This data is from Full USPTO retrosynthesis dataset with 1.9M reactions from patents (1976-2016). The task is: Predict the reactants needed to synthesize the given product. (1) The reactants are: [Cl:1][C:2]1[CH:25]=[CH:24][CH:23]=[C:22]([Cl:26])[C:3]=1[CH2:4][O:5][C:6]1[C:7]([NH2:21])=[N:8][CH:9]=[C:10]([C:12]2[CH:13]=[C:14]3[C:18](=[CH:19][CH:20]=2)[NH:17][CH:16]=[CH:15]3)[CH:11]=1.[CH3:27][N:28]1[CH2:33][CH2:32][C:31](=O)[CH2:30][CH2:29]1. Given the product [Cl:1][C:2]1[CH:25]=[CH:24][CH:23]=[C:22]([Cl:26])[C:3]=1[CH2:4][O:5][C:6]1[C:7]([NH2:21])=[N:8][CH:9]=[C:10]([C:12]2[CH:13]=[C:14]3[C:18](=[CH:19][CH:20]=2)[NH:17][CH:16]=[C:15]3[C:31]2[CH2:32][CH2:33][N:28]([CH3:27])[CH2:29][CH:30]=2)[CH:11]=1, predict the reactants needed to synthesize it. (2) The reactants are: [N:1]1([S:6]([N:9]2[CH2:14][CH2:13][CH2:12][CH2:11][CH2:10]2)(=[O:8])=[O:7])[CH:5]=[CH:4][N:3]=[CH:2]1.[O:15](C)[S:16]([C:19]([F:22])([F:21])[F:20])(=[O:18])=[O:17]. Given the product [O-:18][S:16]([C:19]([F:22])([F:21])[F:20])(=[O:17])=[O:15].[CH3:19][N+:3]1[CH:4]=[CH:5][N:1]([S:6]([N:9]2[CH2:14][CH2:13][CH2:12][CH2:11][CH2:10]2)(=[O:8])=[O:7])[CH:2]=1, predict the reactants needed to synthesize it. (3) Given the product [CH3:1][O:2][C:3]1[CH:10]=[CH:9][C:6]([CH:7]=[C:17]([C:11]2[CH:16]=[CH:15][CH:14]=[CH:13][CH:12]=2)[C:18]([OH:20])=[O:19])=[CH:5][CH:4]=1, predict the reactants needed to synthesize it. The reactants are: [CH3:1][O:2][C:3]1[CH:10]=[CH:9][C:6]([CH:7]=O)=[CH:5][CH:4]=1.[C:11]1([CH2:17][C:18]([OH:20])=[O:19])[CH:16]=[CH:15][CH:14]=[CH:13][CH:12]=1.C(N(CC)CC)C.C(=O)([O-])[O-].[K+].[K+].